Dataset: NCI-60 drug combinations with 297,098 pairs across 59 cell lines. Task: Regression. Given two drug SMILES strings and cell line genomic features, predict the synergy score measuring deviation from expected non-interaction effect. (1) Drug 1: CC1=C(C(CCC1)(C)C)C=CC(=CC=CC(=CC(=O)O)C)C. Drug 2: CC1C(C(CC(O1)OC2CC(CC3=C2C(=C4C(=C3O)C(=O)C5=CC=CC=C5C4=O)O)(C(=O)C)O)N)O. Cell line: SK-MEL-28. Synergy scores: CSS=44.8, Synergy_ZIP=-6.15, Synergy_Bliss=-6.60, Synergy_Loewe=-9.62, Synergy_HSA=-3.05. (2) Drug 1: C1CCC(C(C1)N)N.C(=O)(C(=O)[O-])[O-].[Pt+4]. Drug 2: C(CCl)NC(=O)N(CCCl)N=O. Cell line: 786-0. Synergy scores: CSS=33.2, Synergy_ZIP=-7.90, Synergy_Bliss=1.47, Synergy_Loewe=0.956, Synergy_HSA=3.49. (3) Drug 1: COC1=C(C=C2C(=C1)N=CN=C2NC3=CC(=C(C=C3)F)Cl)OCCCN4CCOCC4. Drug 2: CN1C2=C(C=C(C=C2)N(CCCl)CCCl)N=C1CCCC(=O)O.Cl. Cell line: MCF7. Synergy scores: CSS=20.9, Synergy_ZIP=-4.48, Synergy_Bliss=-2.31, Synergy_Loewe=-2.80, Synergy_HSA=-0.135. (4) Synergy scores: CSS=-8.35, Synergy_ZIP=2.48, Synergy_Bliss=-1.81, Synergy_Loewe=-8.06, Synergy_HSA=-7.62. Cell line: HOP-62. Drug 1: CC1=CC2C(CCC3(C2CCC3(C(=O)C)OC(=O)C)C)C4(C1=CC(=O)CC4)C. Drug 2: C(=O)(N)NO. (5) Drug 1: C1C(C(OC1N2C=NC3=C2NC=NCC3O)CO)O. Drug 2: CC1C(C(CC(O1)OC2CC(CC3=C2C(=C4C(=C3O)C(=O)C5=C(C4=O)C(=CC=C5)OC)O)(C(=O)CO)O)N)O.Cl. Cell line: MDA-MB-435. Synergy scores: CSS=45.6, Synergy_ZIP=-0.899, Synergy_Bliss=-0.274, Synergy_Loewe=-19.4, Synergy_HSA=0.364. (6) Drug 1: CN1C(=O)N2C=NC(=C2N=N1)C(=O)N. Drug 2: CNC(=O)C1=NC=CC(=C1)OC2=CC=C(C=C2)NC(=O)NC3=CC(=C(C=C3)Cl)C(F)(F)F. Cell line: NCI-H322M. Synergy scores: CSS=-4.55, Synergy_ZIP=1.52, Synergy_Bliss=-3.35, Synergy_Loewe=-1.53, Synergy_HSA=-6.33.